Dataset: NCI-60 drug combinations with 297,098 pairs across 59 cell lines. Task: Regression. Given two drug SMILES strings and cell line genomic features, predict the synergy score measuring deviation from expected non-interaction effect. (1) Drug 1: C1CCC(C1)C(CC#N)N2C=C(C=N2)C3=C4C=CNC4=NC=N3. Drug 2: C1=NC(=NC(=O)N1C2C(C(C(O2)CO)O)O)N. Cell line: UO-31. Synergy scores: CSS=17.0, Synergy_ZIP=-5.53, Synergy_Bliss=-2.04, Synergy_Loewe=-1.02, Synergy_HSA=-1.03. (2) Drug 1: C1C(C(OC1N2C=C(C(=O)NC2=O)F)CO)O. Drug 2: CC1=C(C(=CC=C1)Cl)NC(=O)C2=CN=C(S2)NC3=CC(=NC(=N3)C)N4CCN(CC4)CCO. Cell line: OVCAR-8. Synergy scores: CSS=14.1, Synergy_ZIP=-5.82, Synergy_Bliss=2.40, Synergy_Loewe=-4.09, Synergy_HSA=1.48.